This data is from Forward reaction prediction with 1.9M reactions from USPTO patents (1976-2016). The task is: Predict the product of the given reaction. Given the reactants [N+:1]([C:4]1[CH:12]=[C:8](C(O)=O)[C:7](O)=[CH:6][CH:5]=1)([O-:3])=[O:2].C1C=CC2N([OH:23])N=NC=2C=1.CC(C)N=C=NC(C)C, predict the reaction product. The product is: [N+:1]([C:4]1[CH:12]=[CH:8][CH:7]=[CH:6][C:5]=1[OH:23])([O-:3])=[O:2].